Dataset: Catalyst prediction with 721,799 reactions and 888 catalyst types from USPTO. Task: Predict which catalyst facilitates the given reaction. (1) Reactant: [Cl:1][C:2]1[CH:7]=[CH:6][CH:5]=[CH:4][C:3]=1[CH:8]([N:18]([C:39]1[CH:44]=[CH:43][CH:42]=[C:41]([F:45])[CH:40]=1)[C:19]([C@@H:21]1[CH2:25][N:24]([CH2:26][C:27](OCC)=[O:28])[C:23](=[O:32])[N:22]1[C:33]1[N:38]=CC=CN=1)=[O:20])[C:9]([NH:11][CH:12]1[CH2:15][C:14]([F:17])([F:16])[CH2:13]1)=[O:10].[Li+].[BH4-]. Product: [Cl:1][C:2]1[CH:7]=[CH:6][CH:5]=[CH:4][C:3]=1[CH:8]([N:18]([C:39]1[CH:44]=[CH:43][CH:42]=[C:41]([F:45])[CH:40]=1)[C:19]([C@@H:21]1[CH2:25][N:24]([CH2:26][CH2:27][OH:28])[C:23](=[O:32])[N:22]1[C:33]1[CH:4]=[C:3]([C:8]#[N:18])[CH:2]=[CH:7][N:38]=1)=[O:20])[C:9]([NH:11][CH:12]1[CH2:15][C:14]([F:16])([F:17])[CH2:13]1)=[O:10]. The catalyst class is: 57. (2) Reactant: [Cl:1][C:2]1[N:7]=[C:6]([Cl:8])[CH:5]=[C:4]([Cl:9])[N:3]=1.[Mg+2].[Cl-].[Cl-].[I:13]I. Product: [I:13][C:5]1[C:4]([Cl:9])=[N:3][C:2]([Cl:1])=[N:7][C:6]=1[Cl:8]. The catalyst class is: 1. (3) Reactant: [Br:1][CH:2]1[CH2:8][CH2:7][O:6][C:5]2[CH:9]=[C:10]([N:13]3[CH2:17][C@H:16]([CH2:18][NH:19][C:20](=[O:22])[CH3:21])[O:15][C:14]3=[O:23])[CH:11]=[CH:12][C:4]=2[C:3]1=O.[NH2:25][C:26]([NH2:28])=[S:27]. Product: [BrH:1].[NH2:28][C:26]1[S:27][C:2]2[CH2:8][CH2:7][O:6][C:5]3[CH:9]=[C:10]([N:13]4[CH2:17][C@H:16]([CH2:18][NH:19][C:20](=[O:22])[CH3:21])[O:15][C:14]4=[O:23])[CH:11]=[CH:12][C:4]=3[C:3]=2[N:25]=1. The catalyst class is: 8. (4) Reactant: [NH2:1][C:2]1[N:7]=[C:6]([C:8]2[S:12][C:11]3[CH:13]=[CH:14][C:15]([CH2:17][C:18]4[CH:19]=[C:20]([CH:24]=[CH:25][CH:26]=4)[C:21](O)=[O:22])=[CH:16][C:10]=3[C:9]=2[CH3:27])[CH:5]=[CH:4][N:3]=1.[N:28]1([CH2:34][CH2:35][O:36][C:37]2[CH:43]=[CH:42][C:40]([NH2:41])=[CH:39][CH:38]=2)[CH2:33][CH2:32][CH2:31][CH2:30][CH2:29]1.C(N(CC)CC)C.CN(C(ON1N=NC2C=CC=NC1=2)=[N+](C)C)C.F[P-](F)(F)(F)(F)F. The catalyst class is: 136. Product: [NH2:1][C:2]1[N:7]=[C:6]([C:8]2[S:12][C:11]3[CH:13]=[CH:14][C:15]([CH2:17][C:18]4[CH:19]=[C:20]([CH:24]=[CH:25][CH:26]=4)[C:21]([NH:41][C:40]4[CH:42]=[CH:43][C:37]([O:36][CH2:35][CH2:34][N:28]5[CH2:33][CH2:32][CH2:31][CH2:30][CH2:29]5)=[CH:38][CH:39]=4)=[O:22])=[CH:16][C:10]=3[C:9]=2[CH3:27])[CH:5]=[CH:4][N:3]=1.